This data is from Forward reaction prediction with 1.9M reactions from USPTO patents (1976-2016). The task is: Predict the product of the given reaction. (1) Given the reactants [CH2:1]([CH:5]([CH2:11][C:12]1[CH:17]=[CH:16][C:15]([O:18][CH2:19][CH2:20][NH:21][C:22]([C:24]2[CH:29]=[CH:28][C:27]([C:30]3[CH:35]=[CH:34][CH:33]=[CH:32][C:31]=3[CH:36]=[O:37])=[CH:26][CH:25]=2)=[O:23])=[CH:14][CH:13]=1)[C:6]([O:8]CC)=[O:7])[CH2:2][CH2:3][CH3:4].[OH-].[Na+], predict the reaction product. The product is: [CH2:1]([CH:5]([CH2:11][C:12]1[CH:17]=[CH:16][C:15]([O:18][CH2:19][CH2:20][NH:21][C:22]([C:24]2[CH:29]=[CH:28][C:27]([C:30]3[CH:35]=[CH:34][CH:33]=[CH:32][C:31]=3[CH:36]=[O:37])=[CH:26][CH:25]=2)=[O:23])=[CH:14][CH:13]=1)[C:6]([OH:8])=[O:7])[CH2:2][CH2:3][CH3:4]. (2) Given the reactants [Cl:1][C:2]1[CH:24]=[CH:23][C:5]2[NH:6][C:7]([C:9]3[CH:10]=[CH:11][C:12]([N:15]4[CH2:20][CH2:19][CH:18]([CH2:21][OH:22])[CH2:17][CH2:16]4)=[N:13][CH:14]=3)=[N:8][C:4]=2[CH:3]=1.O[C:26]1[CH:27]=[C:28]([C:36]([O:38][CH3:39])=[O:37])[CH:29]=[C:30]([CH:35]=1)[C:31]([O:33][CH3:34])=[O:32].N(C(OCC)=O)=NC(OCC)=O.C1(P(C2C=CC=CC=2)C2C=CC=CC=2)C=CC=CC=1, predict the reaction product. The product is: [Cl:1][C:2]1[CH:24]=[CH:23][C:5]2[NH:6][C:7]([C:9]3[CH:10]=[CH:11][C:12]([N:15]4[CH2:20][CH2:19][CH:18]([CH2:21][O:22][C:26]5[CH:35]=[C:30]([C:31]([O:33][CH3:34])=[O:32])[CH:29]=[C:28]([CH:27]=5)[C:36]([O:38][CH3:39])=[O:37])[CH2:17][CH2:16]4)=[N:13][CH:14]=3)=[N:8][C:4]=2[CH:3]=1. (3) Given the reactants [I:1][C:2]1[CH:3]=[CH:4][C:5]2[N:6]([CH:8]=[C:9]([NH2:11])[N:10]=2)[N:7]=1.[C:12](Cl)(=[O:15])[CH2:13][CH3:14], predict the reaction product. The product is: [I:1][C:2]1[CH:3]=[CH:4][C:5]2[N:6]([CH:8]=[C:9]([NH:11][C:12](=[O:15])[CH2:13][CH3:14])[N:10]=2)[N:7]=1. (4) The product is: [CH3:1][O:2][C:3]([C:5]1[S:6][C:7]([C:10]([CH3:14])([CH3:13])[CH2:11][O:12][C:20]2[CH:21]=[C:16]([CH3:15])[C:17]([C:24]3[CH:29]=[CH:28][C:27]([C:30]([F:31])([F:33])[F:32])=[CH:26][CH:25]=3)=[C:18]([CH3:23])[CH:19]=2)=[CH:8][CH:9]=1)=[O:4]. Given the reactants [CH3:1][O:2][C:3]([C:5]1[S:6][C:7]([C:10]([CH3:14])([CH3:13])[CH2:11][OH:12])=[CH:8][CH:9]=1)=[O:4].[CH3:15][C:16]1[CH:21]=[C:20](O)[CH:19]=[C:18]([CH3:23])[C:17]=1[C:24]1[CH:29]=[CH:28][C:27]([C:30]([F:33])([F:32])[F:31])=[CH:26][CH:25]=1.C1C=CC(P(C2C=CC=CC=2)C2C=CC=CC=2)=CC=1.N(C(N1CCCCC1)=O)=NC(N1CCCCC1)=O, predict the reaction product. (5) Given the reactants [CH3:1][C:2]1[CH:3]=[C:4]([C:14](=O)[CH3:15])[CH:5]=[N:6][C:7]=1[CH2:8][CH2:9][C:10]([F:13])([F:12])[F:11].[CH3:17][C:18]([S@:21]([NH2:23])=[O:22])([CH3:20])[CH3:19], predict the reaction product. The product is: [CH3:17][C:18]([S@:21]([NH:23][CH:14]([C:4]1[CH:5]=[N:6][C:7]([CH2:8][CH2:9][C:10]([F:13])([F:12])[F:11])=[C:2]([CH3:1])[CH:3]=1)[CH3:15])=[O:22])([CH3:20])[CH3:19].